From a dataset of Catalyst prediction with 721,799 reactions and 888 catalyst types from USPTO. Predict which catalyst facilitates the given reaction. (1) Product: [OH:2][CH2:3][C:4]1[CH:5]=[CH:6][C:7]([C:10]2[O:11][C:12]([C:15]3[CH:16]=[CH:17][CH:18]=[CH:19][CH:20]=3)=[CH:13][N:14]=2)=[CH:8][CH:9]=1. Reactant: C[O:2][C:3](=O)[C:4]1[CH:9]=[CH:8][C:7]([C:10]2[O:11][C:12]([C:15]3[CH:20]=[CH:19][CH:18]=[CH:17][CH:16]=3)=[CH:13][N:14]=2)=[CH:6][CH:5]=1.CC(C[AlH]CC(C)C)C.C(C(C(C([O-])=O)O)O)([O-])=O.[K+].[Na+]. The catalyst class is: 2. (2) Reactant: [OH:1][CH:2]([C:6]1[CH:15]=[CH:14][C:9]([C:10]([O:12][CH3:13])=[O:11])=[CH:8][CH:7]=1)[CH2:3][CH:4]=[CH2:5].[CH:16]1([CH:19]=O)[CH2:18][CH2:17]1.C(O)(=[O:23])C.B(F)(F)F.CCOCC.C([O-])(O)=O.[Na+]. Product: [CH:16]1([C@H:19]2[O:1][C@@H:2]([C:6]3[CH:15]=[CH:14][C:9]([C:10]([O:12][CH3:13])=[O:11])=[CH:8][CH:7]=3)[CH2:3][CH:4]([OH:23])[CH2:5]2)[CH2:18][CH2:17]1. The catalyst class is: 48. (3) Reactant: [Cl:1][C:2]1[CH:3]=[CH:4][C:5]([O:13][CH2:14][C:15]([N:17]2[CH2:22][C@H:21]([CH3:23])[N:20]([CH2:24][C:25]3[CH:30]=[CH:29][C:28]([F:31])=[CH:27][CH:26]=3)[CH2:19][C@H:18]2[CH3:32])=[O:16])=[C:6]([CH:12]=1)[O:7][CH2:8][C:9]([OH:11])=O.Cl.CN(C)CCCN=C=NCC.[CH3:45][S:46]([NH2:49])(=[O:48])=[O:47].C(N(CC)CC)C. Product: [Cl:1][C:2]1[CH:3]=[CH:4][C:5]([O:13][CH2:14][C:15]([N:17]2[CH2:22][C@H:21]([CH3:23])[N:20]([CH2:24][C:25]3[CH:26]=[CH:27][C:28]([F:31])=[CH:29][CH:30]=3)[CH2:19][C@H:18]2[CH3:32])=[O:16])=[C:6]([CH:12]=1)[O:7][CH2:8][C:9]([NH:49][S:46]([CH3:45])(=[O:48])=[O:47])=[O:11]. The catalyst class is: 172. (4) Product: [C:1]([C:3]1[CH:11]=[CH:10][C:6]([C:7]([N:13]([C@@H:14]([CH2:22][CH2:23][CH3:24])[CH2:15][N:16]2[CH2:20][CH2:19][C@H:18]([OH:21])[CH2:17]2)[CH3:12])=[O:8])=[CH:5][CH:4]=1)#[N:2]. Reactant: [C:1]([C:3]1[CH:11]=[CH:10][C:6]([C:7](Cl)=[O:8])=[CH:5][CH:4]=1)#[N:2].[CH3:12][NH:13][C@@H:14]([CH2:22][CH2:23][CH3:24])[CH2:15][N:16]1[CH2:20][CH2:19][C@H:18]([OH:21])[CH2:17]1. The catalyst class is: 2. (5) Reactant: [C:1]([O:5][C:6]([N:8]1[CH2:13][CH2:12][CH:11]([C:14]2[CH:15]=[C:16]3[C:25](=[CH:26][CH:27]=2)[O:24][CH2:23][C:22]2[N:17]3[CH:18]([CH3:29])[C:19](=[O:28])[NH:20][N:21]=2)[CH2:10][CH2:9]1)=[O:7])([CH3:4])([CH3:3])[CH3:2].[Br-:30].[Br-].[Br-].C([N+](CCCC)(CCCC)CCCC)CCC.C([N+](CCCC)(CCCC)CCCC)CCC.C([N+](CCCC)(CCCC)CCCC)CCC.[O-]S([O-])(=S)=O.[Na+].[Na+].C([O-])(O)=O.[Na+]. Product: [C:1]([O:5][C:6]([N:8]1[CH2:13][CH2:12][CH:11]([C:14]2[CH:15]=[C:16]3[C:25](=[CH:26][C:27]=2[Br:30])[O:24][CH2:23][C:22]2[N:17]3[CH:18]([CH3:29])[C:19](=[O:28])[NH:20][N:21]=2)[CH2:10][CH2:9]1)=[O:7])([CH3:4])([CH3:2])[CH3:3]. The catalyst class is: 61.